Task: Regression/Classification. Given a drug SMILES string, predict its absorption, distribution, metabolism, or excretion properties. Task type varies by dataset: regression for continuous measurements (e.g., permeability, clearance, half-life) or binary classification for categorical outcomes (e.g., BBB penetration, CYP inhibition). Dataset: cyp1a2_veith.. Dataset: CYP1A2 inhibition data for predicting drug metabolism from PubChem BioAssay (1) The molecule is O.O.O.O.O=C([O-])c1ccccc1-c1c2cc(Br)c(=O)cc-2oc2c([Hg])c([O-])c(Br)cc12.[Na+].[Na+]. The result is 1 (inhibitor). (2) The compound is NC(N)=N[C@H]1C(O)[C@@H](N=C(N)N)[C@H](O)C(O)[C@@H]1O.O=S(=O)(O)O. The result is 0 (non-inhibitor). (3) The compound is Cc1ccc(NC2=NC(c3ccccc3)n3c(nc(C)cc3=O)N2)c(C)c1. The result is 0 (non-inhibitor).